Dataset: Reaction yield outcomes from USPTO patents with 853,638 reactions. Task: Predict the reaction yield, written as a fraction of the theoretical maximum amount of product (1.0 means a 100% yield; for example, 0.34 means a 34% yield). (1) The reactants are [CH2:1]([NH2:3])[CH3:2].[CH:4]1([C@@H:10]([NH:12][C:13]([C:15]2[C:24]3[C:19](=[CH:20][CH:21]=[CH:22][CH:23]=3)[N:18]=[C:17]([C:25]3[CH:30]=[CH:29][CH:28]=[CH:27][CH:26]=3)[C:16]=2[CH2:31][N:32]2[CH2:37][CH2:36][N:35]([C:38](=[O:41])[CH:39]=[CH2:40])[CH2:34][CH2:33]2)=[O:14])[CH3:11])[CH2:9][CH2:8][CH2:7][CH2:6][CH2:5]1. The catalyst is C(Cl)Cl. The product is [CH:4]1([C@@H:10]([NH:12][C:13]([C:15]2[C:24]3[C:19](=[CH:20][CH:21]=[CH:22][CH:23]=3)[N:18]=[C:17]([C:25]3[CH:26]=[CH:27][CH:28]=[CH:29][CH:30]=3)[C:16]=2[CH2:31][N:32]2[CH2:37][CH2:36][N:35]([C:38](=[O:41])[CH2:39][CH2:40][NH:3][CH2:1][CH3:2])[CH2:34][CH2:33]2)=[O:14])[CH3:11])[CH2:9][CH2:8][CH2:7][CH2:6][CH2:5]1. The yield is 0.600. (2) The reactants are [Cl:1][C:2]1[CH:3]=[C:4]([CH:7]=[CH:8][C:9]=1[Cl:10])[CH2:5]Cl.[OH:11][C:12]1[CH:17]=[CH:16][C:15]([N:18]([C:35](=[O:44])/[CH:36]=[CH:37]/[C:38]2[CH:43]=[CH:42][CH:41]=[CH:40][CH:39]=2)[CH2:19][C:20]([N:22]2[CH2:26][CH2:25][C@H:24]([NH:27][C:28](=[O:34])[O:29][C:30]([CH3:33])([CH3:32])[CH3:31])[CH2:23]2)=[O:21])=[CH:14][CH:13]=1.C(=O)([O-])[O-].[Cs+].[Cs+]. The product is [Cl:1][C:2]1[CH:3]=[C:4]([CH:7]=[CH:8][C:9]=1[Cl:10])[CH2:5][O:11][C:12]1[CH:17]=[CH:16][C:15]([N:18]([C:35](=[O:44])/[CH:36]=[CH:37]/[C:38]2[CH:43]=[CH:42][CH:41]=[CH:40][CH:39]=2)[CH2:19][C:20]([N:22]2[CH2:26][CH2:25][C@H:24]([NH:27][C:28](=[O:34])[O:29][C:30]([CH3:33])([CH3:32])[CH3:31])[CH2:23]2)=[O:21])=[CH:14][CH:13]=1. The catalyst is CCCC[N+](CCCC)(CCCC)CCCC.[I-].CN(C=O)C.C(OCC)(=O)C. The yield is 0.680. (3) The reactants are [N:1]([CH2:4][CH2:5][CH2:6][C:7]1([C:20]2[CH:25]=[CH:24][CH:23]=[CH:22][CH:21]=2)[NH:11][N:10]=[C:9]([C:12]2[CH:17]=[C:16]([F:18])[CH:15]=[CH:14][C:13]=2[F:19])[S:8]1)=[N+:2]=[N-:3].C(N(CC)CC)C.[C:33](Cl)(=[O:38])[C:34]([CH3:37])([CH3:36])[CH3:35]. The catalyst is C(Cl)Cl. The product is [N:1]([CH2:4][CH2:5][CH2:6][C:7]1([C:20]2[CH:25]=[CH:24][CH:23]=[CH:22][CH:21]=2)[N:11]([C:33](=[O:38])[C:34]([CH3:37])([CH3:36])[CH3:35])[N:10]=[C:9]([C:12]2[CH:17]=[C:16]([F:18])[CH:15]=[CH:14][C:13]=2[F:19])[S:8]1)=[N+:2]=[N-:3]. The yield is 0.920. (4) The reactants are [Cl:1][C:2]1[N:11]=[C:10]([N:12]2[CH2:16][CH2:15][C@@H:14]([NH2:17])[CH2:13]2)[C:9]2[C:4](=[CH:5][C:6]([CH3:18])=[CH:7][CH:8]=2)[N:3]=1.CCN(CC)CC.Cl[C:27]([O:29][CH2:30][CH:31]([CH3:33])[CH3:32])=[O:28]. The catalyst is ClCCl. The product is [Cl:1][C:2]1[N:11]=[C:10]([N:12]2[CH2:16][CH2:15][C@@H:14]([NH:17][C:27](=[O:28])[O:29][CH2:30][CH:31]([CH3:33])[CH3:32])[CH2:13]2)[C:9]2[C:4](=[CH:5][C:6]([CH3:18])=[CH:7][CH:8]=2)[N:3]=1. The yield is 0.660. (5) The reactants are Br[C:2]1[N:7]=[C:6]([NH:8][S:9]([CH2:12][C:13]2[CH:18]=[C:17]([Cl:19])[CH:16]=[C:15]([Cl:20])[CH:14]=2)(=[O:11])=[O:10])[C:5]([O:21][CH3:22])=[CH:4][C:3]=1[Cl:23].[C:24]([Cu])#[N:25]. The catalyst is CN1C(=O)CCC1. The product is [Cl:23][C:3]1[CH:4]=[C:5]([O:21][CH3:22])[C:6]([NH:8][S:9]([CH2:12][C:13]2[CH:18]=[C:17]([Cl:19])[CH:16]=[C:15]([Cl:20])[CH:14]=2)(=[O:11])=[O:10])=[N:7][C:2]=1[C:24]#[N:25]. The yield is 0.660. (6) The reactants are [C:1]1([C:7]2[NH:11][CH:10]=[C:9]([CH:12]=[O:13])[CH:8]=2)[CH:6]=[CH:5][CH:4]=[CH:3][CH:2]=1.[H-].[Na+].C1OCCOCCOCCOCCOC1.[CH3:31][O:32][C:33]1[N:38]=[CH:37][C:36]([S:39](Cl)(=[O:41])=[O:40])=[CH:35][CH:34]=1. The catalyst is O1CCCC1.C(OCC)(=O)C. The product is [CH3:31][O:32][C:33]1[N:38]=[CH:37][C:36]([S:39]([N:11]2[C:7]([C:1]3[CH:6]=[CH:5][CH:4]=[CH:3][CH:2]=3)=[CH:8][C:9]([CH:12]=[O:13])=[CH:10]2)(=[O:41])=[O:40])=[CH:35][CH:34]=1. The yield is 0.170. (7) The reactants are [NH2:1][C:2]1[CH:3]=[C:4]([CH:32]=[CH:33][CH:34]=1)[CH2:5][N:6]1[CH:10]=[CH:9][C:8]([NH:11][C:12](=[O:31])[C@@H:13]([C:20]2[CH:25]=[CH:24][C:23]([S:26]([CH3:29])(=[O:28])=[O:27])=[C:22]([Cl:30])[CH:21]=2)[CH2:14][CH:15]2[CH2:19][CH2:18][CH2:17][CH2:16]2)=[N:7]1.CN1CCOCC1.[C:42](Cl)(=[O:45])[CH2:43][CH3:44]. The catalyst is C(Cl)Cl. The product is [Cl:30][C:22]1[CH:21]=[C:20]([C@@H:13]([CH2:14][CH:15]2[CH2:19][CH2:18][CH2:17][CH2:16]2)[C:12]([NH:11][C:8]2[CH:9]=[CH:10][N:6]([CH2:5][C:4]3[CH:32]=[CH:33][CH:34]=[C:2]([NH:1][C:42](=[O:45])[CH2:43][CH3:44])[CH:3]=3)[N:7]=2)=[O:31])[CH:25]=[CH:24][C:23]=1[S:26]([CH3:29])(=[O:28])=[O:27]. The yield is 0.610. (8) The reactants are Cl[C:2]1[CH:7]=[CH:6][N:5]=[CH:4][C:3]=1[N+:8]([O-:10])=[O:9].[CH3:11][C@H:12]1[CH2:17][NH:16][CH2:15][C@H:14]2[NH:18][C:19](=[O:21])[O:20][C@H:13]12.N1CCCCC1.[C:28](O[C:28]([O:30][C:31]([CH3:34])([CH3:33])[CH3:32])=[O:29])([O:30][C:31]([CH3:34])([CH3:33])[CH3:32])=[O:29].CN(C1C=CC=CN=1)C. The catalyst is C(Cl)Cl. The product is [CH3:11][C@H:12]1[CH2:17][N:16]([C:2]2[CH:7]=[CH:6][N:5]=[CH:4][C:3]=2[N+:8]([O-:10])=[O:9])[CH2:15][C@H:14]2[N:18]([C:28]([O:30][C:31]([CH3:34])([CH3:33])[CH3:32])=[O:29])[C:19](=[O:21])[O:20][C@H:13]12. The yield is 0.350. (9) The reactants are [Br:1][C:2]1[CH:9]=[CH:8][C:5]([CH:6]=[O:7])=[CH:4][N:3]=1.[CH2:10](O)[CH2:11][CH2:12][OH:13].O. The catalyst is C1(C)C=CC=CC=1.C12(CS(O)(=O)=O)C(C)(C)C(CC1)CC2=O. The product is [Br:1][C:2]1[CH:9]=[CH:8][C:5]([CH:6]2[O:13][CH2:12][CH2:11][CH2:10][O:7]2)=[CH:4][N:3]=1. The yield is 0.870.